Dataset: Forward reaction prediction with 1.9M reactions from USPTO patents (1976-2016). Task: Predict the product of the given reaction. (1) Given the reactants [Cl:1][C@H:2]1[C@H:6]([CH2:7][CH2:8][CH2:9][C:10]2[S:14][C:13]([C:15]([O:17][CH3:18])=[O:16])=[CH:12][CH:11]=2)[C@@H:5](/[CH:19]=[CH:20]/[C@@H:21]([OH:28])[CH2:22][CH2:23][CH2:24][C@H:25]([OH:27])[CH3:26])[C@H:4]([O:29]C2CCCCO2)[CH2:3]1.C1(C)C=CC(S([O-])(=O)=O)=CC=1.[NH+]1C=CC=CC=1, predict the reaction product. The product is: [Cl:1][C@H:2]1[C@H:6]([CH2:7][CH2:8][CH2:9][C:10]2[S:14][C:13]([C:15]([O:17][CH3:18])=[O:16])=[CH:12][CH:11]=2)[C@@H:5](/[CH:19]=[CH:20]/[C@@H:21]([OH:28])[CH2:22][CH2:23][CH2:24][C@H:25]([OH:27])[CH3:26])[C@H:4]([OH:29])[CH2:3]1. (2) The product is: [N:7]1[C:6]2[C:5](=[CH:4][CH:3]=[N:15][CH:11]=2)[CH:10]=[CH:9][CH:8]=1. Given the reactants C[Si](C)(C)[C:3]#[C:4][C:5]1[C:6]([CH:11]=O)=[N:7][CH:8]=[CH:9][CH:10]=1.[NH3:15], predict the reaction product.